This data is from Catalyst prediction with 721,799 reactions and 888 catalyst types from USPTO. The task is: Predict which catalyst facilitates the given reaction. Reactant: C([O:3][C:4](=[O:30])[CH2:5][C:6]1([NH:15][C:16](=[O:29])[C:17]2[CH:22]=[CH:21][CH:20]=[C:19]([CH3:23])[C:18]=2[O:24][CH:25]2[CH2:28][CH2:27][CH2:26]2)[CH2:14][C:13]2[C:8](=[CH:9][CH:10]=[CH:11][CH:12]=2)[CH2:7]1)C.O.[OH-].[Na+]. Product: [CH:25]1([O:24][C:18]2[C:19]([CH3:23])=[CH:20][CH:21]=[CH:22][C:17]=2[C:16]([NH:15][C:6]2([CH2:5][C:4]([OH:30])=[O:3])[CH2:7][C:8]3[C:13](=[CH:12][CH:11]=[CH:10][CH:9]=3)[CH2:14]2)=[O:29])[CH2:28][CH2:27][CH2:26]1. The catalyst class is: 14.